From a dataset of NCI-60 drug combinations with 297,098 pairs across 59 cell lines. Regression. Given two drug SMILES strings and cell line genomic features, predict the synergy score measuring deviation from expected non-interaction effect. Drug 1: CN1CCC(CC1)COC2=C(C=C3C(=C2)N=CN=C3NC4=C(C=C(C=C4)Br)F)OC. Drug 2: CC12CCC3C(C1CCC2O)C(CC4=C3C=CC(=C4)O)CCCCCCCCCS(=O)CCCC(C(F)(F)F)(F)F. Cell line: SW-620. Synergy scores: CSS=4.98, Synergy_ZIP=-0.155, Synergy_Bliss=0.835, Synergy_Loewe=-0.270, Synergy_HSA=-0.427.